From a dataset of Peptide-MHC class I binding affinity with 185,985 pairs from IEDB/IMGT. Regression. Given a peptide amino acid sequence and an MHC pseudo amino acid sequence, predict their binding affinity value. This is MHC class I binding data. The peptide sequence is VELLSFLPSDF. The MHC is HLA-B18:01 with pseudo-sequence HLA-B18:01. The binding affinity (normalized) is 0.443.